This data is from Full USPTO retrosynthesis dataset with 1.9M reactions from patents (1976-2016). The task is: Predict the reactants needed to synthesize the given product. (1) Given the product [F:1][C:2]1[CH:7]=[C:6]([F:8])[CH:5]=[CH:4][C:3]=1[C:9]1[N:10]=[C:11]2[N:15]([C:16]=1[C:24]1[CH:25]=[CH:26][C:27]3[N:28]([C:30]([C:33]([O:35][CH2:36][CH3:37])=[O:34])=[N:31][N:32]=3)[N:29]=1)[CH:14]=[CH:13][O:12]2, predict the reactants needed to synthesize it. The reactants are: [F:1][C:2]1[CH:7]=[C:6]([F:8])[CH:5]=[CH:4][C:3]=1[C:9]1[N:10]=[C:11]2[N:15]([C:16]=1I)[CH:14]=[CH:13][O:12]2.C([Mg]Cl)(C)C.I[C:24]1[CH:25]=[CH:26][C:27]2[N:28]([C:30]([C:33]([O:35][CH2:36][CH3:37])=[O:34])=[N:31][N:32]=2)[N:29]=1.CN(C=O)C. (2) Given the product [Cl:1][C:2]1[C@H:3]([OH:20])[C@H:4]2[CH2:19][C@@:7]3([C:18]=1[C:17]1[CH:16]=[CH:15][C:14]4[NH:13][N:12]=[CH:11][C:10]=4[C:9]=1[CH2:8]3)[CH2:6][CH2:5]2, predict the reactants needed to synthesize it. The reactants are: [Cl:1][C:2]1[C:3](=[O:20])[CH:4]2[CH2:19][C:7]3([C:18]=1[C:17]1[CH:16]=[CH:15][C:14]4[NH:13][N:12]=[CH:11][C:10]=4[C:9]=1[CH2:8]3)[CH2:6][CH2:5]2.[BH4-].[Na+].[Cl-].[NH4+]. (3) Given the product [C:15]([C:4]1[CH:5]=[C:6]2[C:11](=[C:2]([OH:1])[CH:3]=1)[C:10](=[O:12])[CH2:9][CH2:8][C:7]2([CH3:14])[CH3:13])#[CH:16], predict the reactants needed to synthesize it. The reactants are: [OH:1][C:2]1[CH:3]=[C:4]([C:15]#[C:16][Si](C)(C)C)[CH:5]=[C:6]2[C:11]=1[C:10](=[O:12])[CH2:9][CH2:8][C:7]2([CH3:14])[CH3:13].C(=O)([O-])[O-].[K+].[K+]. (4) Given the product [N+:1]([C:4]1[S:8][C:7]([CH:9]=[N:12][OH:13])=[CH:6][CH:5]=1)([O-:3])=[O:2], predict the reactants needed to synthesize it. The reactants are: [N+:1]([C:4]1[S:8][C:7]([CH:9]=O)=[CH:6][CH:5]=1)([O-:3])=[O:2].Cl.[NH2:12][OH:13].[OH-].[Na+]. (5) Given the product [CH2:7]([O:14][C:15]1[CH:22]=[CH:21][C:18](/[CH:19]=[CH:28]/[C:29]([NH:31][C:32]2[CH:40]=[CH:39][CH:38]=[CH:37][C:33]=2[C:34]([OH:36])=[O:35])=[O:30])=[CH:17][C:16]=1[O:23][CH3:24])[C:8]1[CH:13]=[CH:12][CH:11]=[CH:10][CH:9]=1, predict the reactants needed to synthesize it. The reactants are: N1CCCCC1.[CH2:7]([O:14][C:15]1[CH:22]=[CH:21][C:18]([CH:19]=O)=[CH:17][C:16]=1[O:23][CH3:24])[C:8]1[CH:13]=[CH:12][CH:11]=[CH:10][CH:9]=1.C([CH2:28][C:29]([NH:31][C:32]1[CH:40]=[CH:39][CH:38]=[CH:37][C:33]=1[C:34]([OH:36])=[O:35])=[O:30])(O)=O.CC(O)=O. (6) The reactants are: O.[NH2:2][NH2:3].Cl[C:5]1[N:6]=[N:7][C:8]([CH3:11])=[CH:9][CH:10]=1. Given the product [NH:2]([C:5]1[N:6]=[N:7][C:8]([CH3:11])=[CH:9][CH:10]=1)[NH2:3], predict the reactants needed to synthesize it. (7) Given the product [C:11]([O:15][C:16](=[O:17])[NH:10][C:8]1[CH:7]=[CH:6][C:3]2[CH:4]=[CH:5][S:1][C:2]=2[CH:9]=1)([CH3:14])([CH3:13])[CH3:12], predict the reactants needed to synthesize it. The reactants are: [S:1]1[CH:5]=[CH:4][C:3]2[CH:6]=[CH:7][C:8]([NH2:10])=[CH:9][C:2]1=2.[C:11]([O:15][C:16](O[C:16]([O:15][C:11]([CH3:14])([CH3:13])[CH3:12])=[O:17])=[O:17])([CH3:14])([CH3:13])[CH3:12].CN(C1C=CC=CN=1)C.